This data is from Forward reaction prediction with 1.9M reactions from USPTO patents (1976-2016). The task is: Predict the product of the given reaction. (1) Given the reactants [Cl:1][C:2]1[C:3]([C:33]([C:36]#[N:37])([CH3:35])[CH3:34])=[CH:4][C:5]([O:30][CH2:31][CH3:32])=[C:6]([C:8]2[N:9]([C:27](Cl)=[O:28])[C@H:10]([C:20]3[CH:25]=[CH:24][C:23]([Cl:26])=[CH:22][CH:21]=3)[C@H:11]([C:13]3[CH:18]=[CH:17][C:16]([Cl:19])=[CH:15][CH:14]=3)[N:12]=2)[CH:7]=1.[CH3:38][O:39][CH2:40][CH2:41][N:42]([CH2:52][CH2:53][O:54][CH3:55])[C:43](=[O:51])[CH2:44][N:45]1[CH2:50][CH2:49][NH:48][CH2:47][CH2:46]1, predict the reaction product. The product is: [Cl:1][C:2]1[C:3]([C:33]([C:36]#[N:37])([CH3:34])[CH3:35])=[CH:4][C:5]([O:30][CH2:31][CH3:32])=[C:6]([C:8]2[N:9]([C:27]([N:48]3[CH2:49][CH2:50][N:45]([CH2:44][C:43]([N:42]([CH2:52][CH2:53][O:54][CH3:55])[CH2:41][CH2:40][O:39][CH3:38])=[O:51])[CH2:46][CH2:47]3)=[O:28])[C@H:10]([C:20]3[CH:21]=[CH:22][C:23]([Cl:26])=[CH:24][CH:25]=3)[C@H:11]([C:13]3[CH:18]=[CH:17][C:16]([Cl:19])=[CH:15][CH:14]=3)[N:12]=2)[CH:7]=1. (2) Given the reactants [CH3:1][O:2][CH2:3][CH2:4][CH2:5][C:6]1([N:16]([CH3:18])[CH3:17])[CH2:15][CH2:14][C:9]2(OCC[O:10]2)[CH2:8][CH2:7]1.Cl, predict the reaction product. The product is: [CH3:18][N:16]([CH3:17])[C:6]1([CH2:5][CH2:4][CH2:3][O:2][CH3:1])[CH2:7][CH2:8][C:9](=[O:10])[CH2:14][CH2:15]1.